This data is from Full USPTO retrosynthesis dataset with 1.9M reactions from patents (1976-2016). The task is: Predict the reactants needed to synthesize the given product. (1) Given the product [CH3:6][N:7]1[CH2:24][CH:23]2[CH:9]([C:10]3[CH:11]=[CH:12][CH:13]=[CH:14][C:15]=3[O:16][C:17]3[CH:18]=[CH:19][C:20]([Cl:25])=[CH:21][C:22]=32)[CH2:8]1.[P:1]([O-:5])([O-:4])([O-:3])=[O:2], predict the reactants needed to synthesize it. The reactants are: [P:1](=[O:5])([OH:4])([OH:3])[OH:2].[CH3:6][N:7]1[CH2:24][CH:23]2[CH:9]([C:10]3[CH:11]=[CH:12][CH:13]=[CH:14][C:15]=3[O:16][C:17]3[CH:18]=[CH:19][C:20]([Cl:25])=[CH:21][C:22]=32)[CH2:8]1. (2) Given the product [CH3:18][O:17][C:15](=[O:16])[C:14]1[CH:19]=[CH:20][C:11]([CH2:10][C:2]2[N:3]([CH2:22][CH2:23][C:24]3[CH:29]=[CH:28][CH:27]=[CH:26][CH:25]=3)[C:4]3[CH:9]=[CH:8][CH:7]=[CH:6][C:5]=3[N:1]=2)=[CH:12][CH:13]=1, predict the reactants needed to synthesize it. The reactants are: [NH:1]1[C:5]2[CH:6]=[CH:7][CH:8]=[CH:9][C:4]=2[N:3]=[C:2]1[CH2:10][C:11]1[CH:20]=[CH:19][C:14]([C:15]([O:17][CH3:18])=[O:16])=[CH:13][CH:12]=1.Br[CH2:22][CH2:23][C:24]1[CH:29]=[CH:28][CH:27]=[CH:26][CH:25]=1.C(=O)([O-])[O-].[K+].[K+].